The task is: Predict the reaction yield, written as a fraction of the theoretical maximum amount of product (1.0 means a 100% yield; for example, 0.34 means a 34% yield).. This data is from Reaction yield outcomes from USPTO patents with 853,638 reactions. (1) The reactants are [NH2:1][C:2]1[CH2:7][CH2:6][CH2:5][C:4](=[O:8])[CH:3]=1.C(O[CH:12]=[C:13]([C:19]([O:21][CH2:22][CH3:23])=[O:20])[C:14]([O:16][CH2:17][CH3:18])=[O:15])C. No catalyst specified. The product is [CH2:17]([O:16][C:14](=[O:15])[C:13](=[CH:12][NH:1][C:2]1[CH2:7][CH2:6][CH2:5][C:4](=[O:8])[CH:3]=1)[C:19]([O:21][CH2:22][CH3:23])=[O:20])[CH3:18]. The yield is 0.900. (2) The reactants are Cl.C(N=C=NCCCN(C)C)C.[C:13]1([CH2:19][O:20][C:21]([C:23]2([NH2:29])[CH2:28][CH2:27][CH2:26][CH2:25][CH2:24]2)=[O:22])[CH:18]=[CH:17][CH:16]=[CH:15][CH:14]=1.ON1C2C=CC=CC=2N=N1.[C:40]1([C:49]2[CH:54]=[CH:53][CH:52]=[CH:51][CH:50]=2)[CH:45]=[CH:44][C:43]([C:46](O)=[O:47])=[CH:42][CH:41]=1. The catalyst is C(Cl)Cl. The product is [C:13]1([CH2:19][O:20][C:21]([C:23]2([NH:29][C:46]([C:43]3[CH:44]=[CH:45][C:40]([C:49]4[CH:50]=[CH:51][CH:52]=[CH:53][CH:54]=4)=[CH:41][CH:42]=3)=[O:47])[CH2:24][CH2:25][CH2:26][CH2:27][CH2:28]2)=[O:22])[CH:14]=[CH:15][CH:16]=[CH:17][CH:18]=1. The yield is 0.850. (3) The reactants are [F:1][C:2]1[CH:7]=[CH:6][CH:5]=[CH:4][C:3]=1[CH2:8][O:9][C:10]1[CH:15]=[CH:14][C:13]([C@@H:16]2[N:20]([C:21]([O:23][C:24]([CH3:27])([CH3:26])[CH3:25])=[O:22])[C@:19]([CH2:32][OH:33])([C:28]([O:30][CH3:31])=[O:29])[CH2:18][CH2:17]2)=[CH:12][C:11]=1[O:34][CH3:35].[CH3:36]I.[H-].[Na+]. The catalyst is CN(C=O)C. The product is [F:1][C:2]1[CH:7]=[CH:6][CH:5]=[CH:4][C:3]=1[CH2:8][O:9][C:10]1[CH:15]=[CH:14][C:13]([C@@H:16]2[N:20]([C:21]([O:23][C:24]([CH3:25])([CH3:26])[CH3:27])=[O:22])[C@:19]([CH2:32][O:33][CH3:36])([C:28]([O:30][CH3:31])=[O:29])[CH2:18][CH2:17]2)=[CH:12][C:11]=1[O:34][CH3:35]. The yield is 0.860. (4) The reactants are [Br:1][C:2]1[CH:3]=[C:4]([CH:7]=[C:8]([F:10])[CH:9]=1)[C:5]#[N:6].Cl. The catalyst is C1COCC1. The product is [Br:1][C:2]1[CH:3]=[C:4]([CH2:5][NH2:6])[CH:7]=[C:8]([F:10])[CH:9]=1. The yield is 0.535. (5) The reactants are [OH:1][CH2:2][CH2:3][O:4][C:5](=[O:17])[CH2:6][O:7][C:8]1[CH:13]=[CH:12][C:11]([N+:14]([O-])=O)=[CH:10][CH:9]=1. The catalyst is C(OCC)(=O)C.[Pd]. The product is [OH:1][CH2:2][CH2:3][O:4][C:5](=[O:17])[CH2:6][O:7][C:8]1[CH:13]=[CH:12][C:11]([NH2:14])=[CH:10][CH:9]=1. The yield is 0.228. (6) The reactants are [F-].C([N+](CCCC)(CCCC)CCCC)CCC.[Si]([O:26][CH2:27][C@H:28]([CH3:55])[O:29][C:30]1[CH:31]=[C:32]([CH:41]=[C:42]([O:44][C:45]2[CH:50]=[CH:49][C:48]([S:51]([CH3:54])(=[O:53])=[O:52])=[CH:47][CH:46]=2)[CH:43]=1)[C:33]([NH:35][C:36]1[S:37][CH:38]=[CH:39][N:40]=1)=[O:34])(C(C)(C)C)(C)C. The catalyst is C1COCC1.C(OCC)C.Cl. The product is [OH:26][CH2:27][C@H:28]([CH3:55])[O:29][C:30]1[CH:31]=[C:32]([CH:41]=[C:42]([O:44][C:45]2[CH:50]=[CH:49][C:48]([S:51]([CH3:54])(=[O:52])=[O:53])=[CH:47][CH:46]=2)[CH:43]=1)[C:33]([NH:35][C:36]1[S:37][CH:38]=[CH:39][N:40]=1)=[O:34]. The yield is 0.600. (7) The catalyst is CO.[Pd]. The yield is 1.00. The product is [NH2:1][C:4]1[CH:5]=[N:6][C:7]2[C:12]([C:13]=1[OH:14])=[CH:11][CH:10]=[CH:9][CH:8]=2. The reactants are [N+:1]([C:4]1[CH:5]=[N:6][C:7]2[C:12]([C:13]=1[OH:14])=[CH:11][CH:10]=[CH:9][CH:8]=2)([O-])=O.